From a dataset of Catalyst prediction with 721,799 reactions and 888 catalyst types from USPTO. Predict which catalyst facilitates the given reaction. (1) Reactant: [F:1][C:2]([F:24])([F:23])[C:3]1[S:4][C:5]([CH2:10][CH2:11][O:12][Si:13]([CH:20]([CH3:22])[CH3:21])([CH:17]([CH3:19])[CH3:18])[CH:14]([CH3:16])[CH3:15])=[C:6]([CH2:8][OH:9])[N:7]=1.C(Cl)Cl. Product: [F:24][C:2]([F:1])([F:23])[C:3]1[S:4][C:5]([CH2:10][CH2:11][O:12][Si:13]([CH:17]([CH3:19])[CH3:18])([CH:20]([CH3:21])[CH3:22])[CH:14]([CH3:16])[CH3:15])=[C:6]([CH:8]=[O:9])[N:7]=1. The catalyst class is: 697. (2) Reactant: [H+].[CH3:2][CH2:3]N(CC)CC.[CH3:9][CH:10]([OH:17])[CH2:11][O:12][CH:13]([CH2:15]O)C. Product: [CH2:13]([O:12][CH2:11][CH:10]([OH:17])[CH3:9])[CH2:15][CH2:2][CH3:3]. The catalyst class is: 6. (3) Reactant: O[C:2]1[CH:11]=[C:10]2[C:5]([C:6]([C:13]3[CH:14]=[N:15][CH:16]=[CH:17][CH:18]=3)=[CH:7][C:8](=[O:12])[O:9]2)=[CH:4][CH:3]=1.[Br-:19].[Br-].C1(P(C2C=CC=CC=2)C2C=CC=CC=2)C=CC=CC=1. Product: [Br:19][C:2]1[CH:11]=[C:10]2[C:5]([C:6]([C:13]3[CH:14]=[N:15][CH:16]=[CH:17][CH:18]=3)=[CH:7][C:8](=[O:12])[O:9]2)=[CH:4][CH:3]=1. The catalyst class is: 8. (4) Reactant: O[CH2:2][C:3]1[CH:12]=[C:11]2[C:6]([N:7]=[C:8]([NH:17][CH:18]([CH3:20])[CH3:19])[C:9]3[N:10]2[C:13](=[O:16])[NH:14][N:15]=3)=[CH:5][CH:4]=1.[H][H]. Product: [CH:18]([NH:17][C:8]1[C:9]2[N:10]([C:13](=[O:16])[NH:14][N:15]=2)[C:11]2[C:6]([N:7]=1)=[CH:5][CH:4]=[C:3]([CH3:2])[CH:12]=2)([CH3:20])[CH3:19]. The catalyst class is: 50. (5) Reactant: [Br:1][C:2]1[C:3](=[O:8])[NH:4][CH:5]=[CH:6][CH:7]=1.CC(C)([O-])C.[K+].F[C:16]1[CH:21]=[CH:20][C:19]([N+:22]([O-:24])=[O:23])=[CH:18][C:17]=1[CH:25]=[CH:26][CH3:27].[Cl-].[Na+]. Product: [Br:1][C:2]1[C:3](=[O:8])[N:4]([C:16]2[CH:21]=[CH:20][C:19]([N+:22]([O-:24])=[O:23])=[CH:18][C:17]=2/[CH:25]=[CH:26]/[CH3:27])[CH:5]=[CH:6][CH:7]=1. The catalyst class is: 58.